This data is from Catalyst prediction with 721,799 reactions and 888 catalyst types from USPTO. The task is: Predict which catalyst facilitates the given reaction. The catalyst class is: 4. Reactant: [CH3:1][O:2][C:3]1[N:8]=[CH:7][N:6]=[C:5]([CH2:9][N:10]2[C:18]3[C:13](=[N:14][CH:15]=[C:16]([CH3:19])[CH:17]=3)[C:12]([C:20](O)=[O:21])=[CH:11]2)[C:4]=1[CH3:23].C(N(CC)CC)C.CCCP1(OP(CCC)(=O)OP(CCC)(=O)O1)=O.[CH2:49]([CH2:51][NH2:52])[OH:50]. Product: [OH:50][CH2:49][CH2:51][NH:52][C:20]([C:12]1[C:13]2=[N:14][CH:15]=[C:16]([CH3:19])[CH:17]=[C:18]2[N:10]([CH2:9][C:5]2[C:4]([CH3:23])=[C:3]([O:2][CH3:1])[N:8]=[CH:7][N:6]=2)[CH:11]=1)=[O:21].